Dataset: Full USPTO retrosynthesis dataset with 1.9M reactions from patents (1976-2016). Task: Predict the reactants needed to synthesize the given product. (1) Given the product [Br:1][C:6]1[C:5]([N+:10]([O-:12])=[O:11])=[CH:4][C:3]([CH3:2])=[CH:8][N:7]=1, predict the reactants needed to synthesize it. The reactants are: [BrH:1].[CH3:2][C:3]1[CH:4]=[C:5]([N+:10]([O-:12])=[O:11])[C:6](N)=[N:7][CH:8]=1.BrBr.N([O-])=O.[Na+].[OH-].[Na+]. (2) Given the product [ClH:42].[F:41][C:2]([F:1])([F:40])[C:3]1[CH:4]=[C:5]([CH:33]=[C:34]([C:36]([F:37])([F:38])[F:39])[CH:35]=1)[CH2:6][N:7]([CH:30]1[CH2:31][CH2:32]1)[C:8]([C@H:10]1[CH2:15][CH2:14][NH:13][CH2:12][C@H:11]1[C:23]1[CH:28]=[CH:27][C:26]([F:29])=[CH:25][CH:24]=1)=[O:9], predict the reactants needed to synthesize it. The reactants are: [F:1][C:2]([F:41])([F:40])[C:3]1[CH:4]=[C:5]([CH:33]=[C:34]([C:36]([F:39])([F:38])[F:37])[CH:35]=1)[CH2:6][N:7]([CH:30]1[CH2:32][CH2:31]1)[C:8]([C@H:10]1[CH2:15][CH2:14][N:13](C(OC(C)(C)C)=O)[CH2:12][C@H:11]1[C:23]1[CH:28]=[CH:27][C:26]([F:29])=[CH:25][CH:24]=1)=[O:9].[ClH:42].C(OCC)(=O)C. (3) Given the product [N+:1]([CH2:4][CH2:5][C:6]1[CH:19]=[CH:18][C:9]([CH2:10][O:11][C:12]2[CH:17]=[CH:16][CH:15]=[CH:14][N:13]=2)=[CH:8][CH:7]=1)([O-:3])=[O:2], predict the reactants needed to synthesize it. The reactants are: [N+:1](/[CH:4]=[CH:5]/[C:6]1[CH:19]=[CH:18][C:9]([CH2:10][O:11][C:12]2[CH:17]=[CH:16][CH:15]=[CH:14][N:13]=2)=[CH:8][CH:7]=1)([O-:3])=[O:2].C(O)(=O)C.[B-].[Na+].O. (4) Given the product [C:23]1([N:29]([C:31]2[CH:36]=[CH:35][CH:34]=[CH:33][CH:32]=2)[NH:30][C:12]([C:11]2[C:10]3[C:5](=[CH:6][CH:7]=[CH:8][CH:9]=3)[C:4](=[O:15])[N:3]([C:16]3[CH:21]=[CH:20][CH:19]=[CH:18][CH:17]=3)[C:2]=2[CH3:1])=[O:13])[CH:24]=[CH:25][CH:26]=[CH:27][CH:28]=1, predict the reactants needed to synthesize it. The reactants are: [CH3:1][C:2]1[N:3]([C:16]2[CH:21]=[CH:20][CH:19]=[CH:18][CH:17]=2)[C:4](=[O:15])[C:5]2[C:10]([C:11]=1[C:12](Cl)=[O:13])=[CH:9][CH:8]=[CH:7][CH:6]=2.Cl.[C:23]1([N:29]([C:31]2[CH:36]=[CH:35][CH:34]=[CH:33][CH:32]=2)[NH2:30])[CH:28]=[CH:27][CH:26]=[CH:25][CH:24]=1. (5) Given the product [O:1]1[CH2:6][CH2:5][CH:4]([C:7]([OH:9])=[O:8])[CH2:3][CH2:2]1, predict the reactants needed to synthesize it. The reactants are: [O:1]1[CH2:6][CH2:5][C:4](C(O)=O)([C:7]([OH:9])=[O:8])[CH2:3][CH2:2]1.N1C=CC=CC=1.O.Cl. (6) Given the product [O:17]1[CH2:16][CH2:15][CH:14]([C:12](=[O:13])[CH3:4])[CH2:19][CH2:18]1, predict the reactants needed to synthesize it. The reactants are: C[Mg]Br.[CH2:4](OCC)C.CON(C)[C:12]([CH:14]1[CH2:19][CH2:18][O:17][CH2:16][CH2:15]1)=[O:13]. (7) Given the product [F:1][C:2]1[CH:7]=[CH:6][CH:5]=[CH:4][C:3]=1[C:8]1[N:9]=[C:10]([CH3:16])[N:11]2[C:12]=1[C:17](=[O:18])[NH:15][CH:14]=[N:13]2, predict the reactants needed to synthesize it. The reactants are: [F:1][C:2]1[CH:7]=[CH:6][CH:5]=[CH:4][C:3]=1[C:8]1[N:9]=[C:10]([CH3:16])[N:11]([NH:13][CH:14]=[NH:15])[CH:12]=1.[C:17](N1C=NC=N1)(N1C=NC=N1)=[O:18].O.C(OCC)(=O)C.